The task is: Predict the product of the given reaction.. This data is from Forward reaction prediction with 1.9M reactions from USPTO patents (1976-2016). (1) The product is: [C:1]([O:5][C:6]([N:8]1[CH2:12][C:11]([O:13][Si:46]([C:43]([CH3:45])([CH3:44])[CH3:42])([CH3:48])[CH3:47])=[CH:10][CH:9]1[CH2:14][CH2:15][NH:16][C:17]([O:19][CH2:20][C:21]1[CH:22]=[CH:23][CH:24]=[CH:25][CH:26]=1)=[O:18])=[O:7])([CH3:4])([CH3:2])[CH3:3]. Given the reactants [C:1]([O:5][C:6]([N:8]1[CH2:12][C:11](=[O:13])[CH2:10][CH:9]1[CH2:14][CH2:15][NH:16][C:17]([O:19][CH2:20][C:21]1[CH:26]=[CH:25][CH:24]=[CH:23][CH:22]=1)=[O:18])=[O:7])([CH3:4])([CH3:3])[CH3:2].C[Si]([N-][Si](C)(C)C)(C)C.[Na+].C1COCC1.[CH3:42][C:43]([Si:46](Cl)([CH3:48])[CH3:47])([CH3:45])[CH3:44], predict the reaction product. (2) Given the reactants C(OC(=NC(C)C)NC(C)C)(C)(C)C.[C:15]([O:18][C@H:19]([C@@H:23]([O:40][C:41](=[O:43])[CH3:42])[C:24](N(CC(Cl)C)CC1C=CC(OC)=CC=1)=[O:25])[C:20](O)=[O:21])(=[O:17])[CH3:16], predict the reaction product. The product is: [C:15]([O:18][CH:19]([CH:23]([O:40][C:41](=[O:43])[CH3:42])[CH:24]=[O:25])[CH:20]=[O:21])(=[O:17])[CH3:16]. (3) Given the reactants [F:1][C:2]1[CH:3]=[C:4]([C:8]([NH:10][C:11]2[CH:16]=[CH:15][C:14]([S:17]([CH:20]([CH2:25][CH2:26][N:27]3[C:32](=[O:33])[C:31]4[CH:34]=[CH:35][CH:36]=[CH:37][C:30]=4[N:29]=[N:28]3)[C:21]([O:23]C)=[O:22])(=[O:19])=[O:18])=[CH:13][CH:12]=2)=[O:9])[CH:5]=[CH:6][CH:7]=1.CO.O.[OH-].[Li+], predict the reaction product. The product is: [F:1][C:2]1[CH:3]=[C:4]([C:8]([NH:10][C:11]2[CH:12]=[CH:13][C:14]([S:17]([CH:20]([CH2:25][CH2:26][N:27]3[C:32](=[O:33])[C:31]4[CH:34]=[CH:35][CH:36]=[CH:37][C:30]=4[N:29]=[N:28]3)[C:21]([OH:23])=[O:22])(=[O:19])=[O:18])=[CH:15][CH:16]=2)=[O:9])[CH:5]=[CH:6][CH:7]=1. (4) The product is: [O:30]1[C@H:13]2[C:12]3[C@:17]([CH3:18])([CH2:16][CH2:15][C@@H:14]12)[C@@H:19]1[C@H:9]([C@H:6]2[C@@:4]([CH2:21][CH2:20]1)([CH3:5])[C:3]1([O:2][CH2:1][CH2:24][O:23]1)[CH2:8][CH2:7]2)[C:10](=[O:22])[CH:11]=3. Given the reactants [CH2:1]1[CH2:24][O:23][C:3]2([CH2:8][CH2:7][C@H:6]3[C@H:9]4[C@H:19]([CH2:20][CH2:21][C@:4]23[CH3:5])[C@:17]2([CH3:18])[C:12]([CH:13]=[CH:14][CH2:15][CH2:16]2)=[CH:11][C:10]4=[O:22])[O:2]1.ClC1C=C(C=CC=1)C(OO)=[O:30], predict the reaction product. (5) Given the reactants [CH3:1][O:2][CH:3]=[C:4]1[O:8][NH:7][C:6]([C:9]2[CH:14]=[CH:13][C:12]([F:15])=[CH:11][CH:10]=2)=[C:5]1[C:16](OC)=[O:17].[H-].[Al+3].[H-].[H-], predict the reaction product. The product is: [OH:17][CH:16]=[C:5]1[C:4](=[CH:3][O:2][CH3:1])[O:8][N:7]=[C:6]1[C:9]1[CH:10]=[CH:11][C:12]([F:15])=[CH:13][CH:14]=1.